Task: Predict the reactants needed to synthesize the given product.. Dataset: Full USPTO retrosynthesis dataset with 1.9M reactions from patents (1976-2016) (1) Given the product [NH2:32][C:33]1[C:42]([C:43]([NH:45][C:46]2[CH:47]=[N:48][CH:49]=[CH:50][C:51]=2[CH:52]2[CH2:57][CH2:56][N:55]([C:68]([CH:13]3[CH2:12][CH2:11][N:16]([CH3:23])[CH2:15][CH2:14]3)=[O:67])[CH2:54][CH2:53]2)=[O:44])=[C:36]2[N:37]=[CH:38][C:39]([F:41])=[CH:40][N:35]2[N:34]=1, predict the reactants needed to synthesize it. The reactants are: CN(C(ON1N=[N:16][C:11]2[CH:12]=[CH:13][CH:14]=[CH:15]C1=2)=[N+](C)C)C.[B-](F)(F)(F)F.[CH3:23]CN(C(C)C)C(C)C.[NH2:32][C:33]1[C:42]([C:43]([NH:45][C:46]2[CH:47]=[N:48][CH:49]=[CH:50][C:51]=2[CH:52]2[CH2:57][CH2:56][NH:55][CH2:54][CH2:53]2)=[O:44])=[C:36]2[N:37]=[CH:38][C:39]([F:41])=[CH:40][N:35]2[N:34]=1.ClC1C=CC2N=NN([O:67][C:68](=[N+](C)C)N(C)C)C=2C=1. (2) The reactants are: CI.[CH2:3]([N:10]1[C:18]2[CH:17]=[CH:16][CH:15]=[C:14]([NH:19][C:20]3[CH:25]=[CH:24][N:23]=[C:22]([S:26][CH3:27])[N:21]=3)[C:13]=2[CH:12]=[N:11]1)[C:4]1[CH:9]=[CH:8][CH:7]=[CH:6][CH:5]=1.[C:28](=O)([O-])[O-].[Cs+].[Cs+]. Given the product [CH2:3]([N:10]1[C:18]2[CH:17]=[CH:16][CH:15]=[C:14]([N:19]([CH3:28])[C:20]3[CH:25]=[CH:24][N:23]=[C:22]([S:26][CH3:27])[N:21]=3)[C:13]=2[CH:12]=[N:11]1)[C:4]1[CH:9]=[CH:8][CH:7]=[CH:6][CH:5]=1, predict the reactants needed to synthesize it. (3) Given the product [F:11][C:10]1[CH:9]=[C:8]2[C:4]([C:5]([C:21]3[CH:22]=[N:23][N:24]([CH2:26][CH2:27][N:40]4[CH2:44][CH2:43][NH:42][C:41]4=[O:45])[CH:25]=3)=[CH:6][N:7]2[S:12]([C:15]2[CH:16]=[CH:17][CH:18]=[CH:19][CH:20]=2)(=[O:14])=[O:13])=[CH:3][CH:2]=1, predict the reactants needed to synthesize it. The reactants are: F[C:2]1[CH:3]=[C:4]2[C:8](=[CH:9][C:10]=1[F:11])[N:7]([S:12]([C:15]1[CH:20]=[CH:19][CH:18]=[CH:17][CH:16]=1)(=[O:14])=[O:13])[CH:6]=[C:5]2[C:21]1[CH:22]=[N:23][N:24]([CH2:26][CH:27]2CCNCC2)[CH:25]=1.CS(OCC[N:40]1[CH2:44][CH2:43][NH:42][C:41]1=[O:45])(=O)=O.C([O-])(O)=O.[Na+]. (4) Given the product [Cl:19][C:20]1[CH:21]=[N+:22]([O-:45])[CH:23]=[C:24]([Cl:44])[C:25]=1[CH2:26][C@@H:27]([C:29]1[CH:34]=[CH:33][C:32]([O:35][CH:36]([F:38])[F:37])=[C:31]([O:39][CH2:40][CH:41]2[CH2:43][CH2:42]2)[CH:30]=1)[O:8][C:7](=[O:9])[C:6]1[CH:10]=[CH:11][C:3]([O:2][CH3:1])=[C:4]([N+:12]([O-:14])=[O:13])[CH:5]=1, predict the reactants needed to synthesize it. The reactants are: [CH3:1][O:2][C:3]1[CH:11]=[CH:10][C:6]([C:7]([OH:9])=[O:8])=[CH:5][C:4]=1[N+:12]([O-:14])=[O:13].C(Cl)CCl.[Cl:19][C:20]1[CH:21]=[N+:22]([O-:45])[CH:23]=[C:24]([Cl:44])[C:25]=1[CH2:26][C@@H:27]([C:29]1[CH:34]=[CH:33][C:32]([O:35][CH:36]([F:38])[F:37])=[C:31]([O:39][CH2:40][CH:41]2[CH2:43][CH2:42]2)[CH:30]=1)O.